From a dataset of Forward reaction prediction with 1.9M reactions from USPTO patents (1976-2016). Predict the product of the given reaction. (1) Given the reactants [CH3:1][C:2]1[O:6][N:5]=[C:4]([C:7]2[CH:12]=[CH:11][CH:10]=[CH:9][N:8]=2)[C:3]=1[CH2:13][O:14][C:15]1[CH:16]=[CH:17][C:18]([C:21]([OH:23])=O)=[N:19][CH:20]=1.[CH3:24][CH2:25][C@H:26]([NH2:29])[CH2:27][OH:28], predict the reaction product. The product is: [OH:28][CH2:27][C@@H:26]([NH:29][C:21]([C:18]1[CH:17]=[CH:16][C:15]([O:14][CH2:13][C:3]2[C:4]([C:7]3[CH:12]=[CH:11][CH:10]=[CH:9][N:8]=3)=[N:5][O:6][C:2]=2[CH3:1])=[CH:20][N:19]=1)=[O:23])[CH2:25][CH3:24]. (2) Given the reactants [CH2:1]([C:5]1[N:6]=[C:7]([CH3:27])[NH:8][C:9](=[O:26])[C:10]=1[CH2:11][C:12]1[CH:17]=[CH:16][C:15]([C:18]2[C:19]([C:24]#[N:25])=[CH:20][CH:21]=[CH:22][CH:23]=2)=[CH:14][CH:13]=1)[CH2:2][CH2:3][CH3:4].[H-].[Na+].Br[CH2:31][C:32](=[O:37])[C:33]([CH3:36])([CH3:35])[CH3:34].[BH4-].[Na+], predict the reaction product. The product is: [CH2:1]([C:5]1[N:6]=[C:7]([CH3:27])[N:8]([CH2:31][CH:32]([OH:37])[C:33]([CH3:36])([CH3:35])[CH3:34])[C:9](=[O:26])[C:10]=1[CH2:11][C:12]1[CH:17]=[CH:16][C:15]([C:18]2[C:19]([C:24]#[N:25])=[CH:20][CH:21]=[CH:22][CH:23]=2)=[CH:14][CH:13]=1)[CH2:2][CH2:3][CH3:4].